Dataset: Catalyst prediction with 721,799 reactions and 888 catalyst types from USPTO. Task: Predict which catalyst facilitates the given reaction. Reactant: [CH:1]1([N:6]2[C:15]3[N:14]=[C:13]([NH:16][C:17]4[CH:25]=[CH:24][C:20]([C:21]([OH:23])=O)=[CH:19][C:18]=4[O:26][CH3:27])[N:12]=[CH:11][C:10]=3[N:9]([CH2:28][CH3:29])[CH2:8][C@H:7]2[CH2:30][CH3:31])[CH2:5][CH2:4][CH2:3][CH2:2]1.F[B-](F)(F)F.N1(OC(N(C)C)=[N+](C)C)C2C=CC=CC=2N=N1.[CH3:54][N:55]1[CH2:60][CH2:59][CH:58]([NH2:61])[CH2:57][CH2:56]1.C(N(C(C)C)C(C)C)C. Product: [NH3:6].[CH:1]1([N:6]2[C:15]3[N:14]=[C:13]([NH:16][C:17]4[CH:25]=[CH:24][C:20]([C:21]([NH:61][CH:58]5[CH2:59][CH2:60][N:55]([CH3:54])[CH2:56][CH2:57]5)=[O:23])=[CH:19][C:18]=4[O:26][CH3:27])[N:12]=[CH:11][C:10]=3[N:9]([CH2:28][CH3:29])[CH2:8][C@H:7]2[CH2:30][CH3:31])[CH2:5][CH2:4][CH2:3][CH2:2]1. The catalyst class is: 3.